The task is: Predict the product of the given reaction.. This data is from Forward reaction prediction with 1.9M reactions from USPTO patents (1976-2016). Given the reactants [Cl:1][C:2]1[N:3]=[C:4](Cl)[C:5]2[CH2:11][O:10][CH2:9][CH:8]([C:12]3[CH:17]=[CH:16][C:15]([Cl:18])=[CH:14][CH:13]=3)[C:6]=2[N:7]=1.Cl.[CH3:21][NH2:22], predict the reaction product. The product is: [Cl:1][C:2]1[N:3]=[C:4]([NH:22][CH3:21])[C:5]2[CH2:11][O:10][CH2:9][CH:8]([C:12]3[CH:17]=[CH:16][C:15]([Cl:18])=[CH:14][CH:13]=3)[C:6]=2[N:7]=1.